From a dataset of Experimentally validated miRNA-target interactions with 360,000+ pairs, plus equal number of negative samples. Binary Classification. Given a miRNA mature sequence and a target amino acid sequence, predict their likelihood of interaction. The miRNA is hsa-miR-548am-3p with sequence CAAAAACUGCAGUUACUUUUGU. The protein sequence of the target gene is MERSQSRLSLSASFEALAIYFPCMNSFDDEDAGDSRRLKGAIQRSTETGLAVEMPSRTLRQASHESIEDSMNSYGSEGNLNYGGVCLASDAQFSDFLGSMGPAQFVGRQTLATTPMGDVEIGLQERNGQLEVDIIQARGLTAKPGSKTLPAAYIKAYLLENGICIAKKKTKVARKSLDPLYNQVLLFPESPQGKVLQVIVWGNYGRMERKQFMGVARVLLEELDLTTLAVGWYKLFPTSSMVDPATGPLLRQASQLSLESTVGPCGERS. Result: 1 (interaction).